From a dataset of Antibody developability classification from SAbDab with 2,409 antibodies. Regression/Classification. Given an antibody's heavy chain and light chain sequences, predict its developability. TAP uses regression for 5 developability metrics; SAbDab uses binary classification. (1) The antibody is ['QVQLVQSGAEVKKPGSSVKVSCEASGVTSSSYTISWVRLAPGQGLEWMGRITPIFDITNYAQKFQGRVTLTADKSTGTTYMELSSLRSDDTAVYYCARDKSDVVVVTSIRPAYYYGMDVWGQGTTVTVSS', 'DIQMTQSPSTLSASVGDRVTITCRASQTISSWLAWYQQKSGTAPKLLIYKASSIVSGVPSRFSGSGSGTEFTLTITSLQPDDFATYYCQQYNSSPETFGQGTKVEIK']. Result: 0 (not developable). (2) The antibody is ['EVQLLESGGGLVQPGGSLRLSCAASGFTFSRYVMWWVRQAPGKGLEWVSYIWPSGGNTYYADSVKGRFTISRDNSKNTLYLQMNSLRAEDTAVYYCASSYDFWSNAFDIWGQGTMVTVSS', 'DIQMTQSPSSLSASVGDRVTITCRASQSIGSYLNWYQQKTGKAPKALIYAASSLQSGVPSRFSGSGSGTDFTLTISSLQLEDFATYYCQQSYSTPSFGQGTKVEIK']. Result: 0 (not developable). (3) The antibody is ['EVKLVESGGGLVKPGGSLKLSCAASGFAFSTYDMSWIRQTPEKRLEWVATISSGGSYTYYPDSVKGRFTISKDNARNTLYLQMSSLRSGDTALYYCTRFRYDGWYFDVWGQGTTVTVSS', 'DVLMTQTPLSLPVSLGDQASISCRSSQSIVHSNGNTFLEWYLQKPGQSPKLLIYKVSNRFSGVPDRFSGSGSGTDFTLKISRVEAEDLGVYYCFQASHVPPTFGSGTKLEIK']. Result: 0 (not developable). (4) The antibody is ['QATLKESGPGILQSSQTLSLTCSFSGFSLSTSGMGVSWIRQPSGKGLEWLAHIYWDDDKRYNPSLKSRLTISKDTSRKQVFLKITSVDPADTATYYCVRRPITPVLVDAMDYWGQGTSVTVSS', 'DVLMTQTPLSLPVSLGDQASISCRSSQNIIHSNGNTYLEWYLQKPGQSPKLLIYKVSNRFSGVPDRFSGSGSGTDFTLKIKKVEAEDLGIYYCFQGSHVPLTFGAGTKLELE']. Result: 0 (not developable). (5) The antibody is ['EVQLVESGGGLVKPGGSLRLSCSASGFDFDNAWMTWVRQPPGKGLEWVGRITGPGEGWSVDYAAPVEGRFTISRLNSINFLYLEMNNLRMEDSGLYFCARTGKYYDFWSGYPPGEEYFQDWGRGTLVTVSS', 'SYELTQETGVSVALGRTVTITCRGDSLASHAASWYQKKPGQAPILLFYGKNNRPSGVPDRFSGSASGNRASLTISGAQAEDDAEYYCSSRDKSGSRLSVFGGGTKLTVL']. Result: 0 (not developable). (6) The antibody is ['QVQLQQPGAELVKPGASVKLSCKASGYTFTSNWINWVKQRPGQGLEWIGNIYPDSYRTNYNEKFKRKATLTVDTSSSTAYMQLSSLTSDDSAVYYCVRKHYSYDGVVYWGQGTLVTVSA', 'DIVMTQAAPSVSVTPGESVSISCRSSKSLLHSNGNTYLYWFLQRPGQSPQLLIYRMSNLASGVPDRFSGSGSGTAFTLRISRVEAEDVGVYYCLQHLEYPFTFGAGTKLELK']. Result: 0 (not developable). (7) The antibody is ['2atk', 'PROT_7E7F8549']. Result: 0 (not developable).